The task is: Predict the product of the given reaction.. This data is from Forward reaction prediction with 1.9M reactions from USPTO patents (1976-2016). (1) Given the reactants [OH:1][C:2]1[CH:3]=[C:4]([CH:14]=[C:15]([O:17][C@@H:18]([CH3:22])[CH2:19][O:20][CH3:21])[CH:16]=1)[C:5]([NH:7][C:8]1[CH:12]=[CH:11][N:10]([CH3:13])[N:9]=1)=[O:6].CCN(P1(N(C)CCCN1C)=NC(C)(C)C)CC.C([O-])(=O)C1C=CC=CC=1.[K+].[CH3:51][C:52]([C:54]1[CH:59]=[CH:58][C:57](F)=[CH:56][CH:55]=1)=[O:53], predict the reaction product. The product is: [C:52]([C:54]1[CH:59]=[CH:58][C:57]([O:1][C:2]2[CH:3]=[C:4]([CH:14]=[C:15]([O:17][C@@H:18]([CH3:22])[CH2:19][O:20][CH3:21])[CH:16]=2)[C:5]([NH:7][C:8]2[CH:12]=[CH:11][N:10]([CH3:13])[N:9]=2)=[O:6])=[CH:56][CH:55]=1)(=[O:53])[CH3:51]. (2) Given the reactants Br[C:2]1[C:3](=[O:17])[N:4]([CH2:9][O:10][CH2:11][CH2:12][Si:13]([CH3:16])([CH3:15])[CH3:14])[N:5]=[C:6]([Cl:8])[CH:7]=1.[CH3:18][N:19]1[C:23]([CH3:24])=[CH:22][C:21]([NH2:25])=[N:20]1.C1(P(C2C=CC=CC=2)C2C3OC4C(=CC=CC=4P(C4C=CC=CC=4)C4C=CC=CC=4)C(C)(C)C=3C=CC=2)C=CC=CC=1, predict the reaction product. The product is: [Cl:8][C:6]1[CH:7]=[C:2]([NH:25][C:21]2[CH:22]=[C:23]([CH3:24])[N:19]([CH3:18])[N:20]=2)[C:3](=[O:17])[N:4]([CH2:9][O:10][CH2:11][CH2:12][Si:13]([CH3:16])([CH3:15])[CH3:14])[N:5]=1. (3) Given the reactants [C:1]1([C:7]2[C:15]3[C:14]([NH:16][CH2:17][CH2:18][NH2:19])=[N:13][CH:12]=[N:11][C:10]=3[S:9][CH:8]=2)[CH:6]=[CH:5][CH:4]=[CH:3][CH:2]=1.[N+:20]([C:23]1[CH:24]=[C:25]([CH:28]=[CH:29][CH:30]=1)[CH:26]=O)([O-:22])=[O:21].C(O)(=O)C.[BH4-].[Na+], predict the reaction product. The product is: [N+:20]([C:23]1[CH:24]=[C:25]([CH:28]=[CH:29][CH:30]=1)[CH2:26][NH:19][CH2:18][CH2:17][NH:16][C:14]1[C:15]2[C:7]([C:1]3[CH:2]=[CH:3][CH:4]=[CH:5][CH:6]=3)=[CH:8][S:9][C:10]=2[N:11]=[CH:12][N:13]=1)([O-:22])=[O:21]. (4) Given the reactants [Cl:1][C:2]1[CH:3]=[C:4]([C:9](=[O:11])[CH3:10])[CH:5]=[CH:6][C:7]=1[OH:8].[CH3:12][C:13]1[C:18]([CH2:19]O)=[CH:17][CH:16]=[CH:15][C:14]=1[C:21]1[CH:26]=[CH:25][CH:24]=[CH:23][CH:22]=1.COC1C=C(OCC2C(C)=C(C3C=CC=CC=3)C=CC=2)C=C(OC)C=1C=O, predict the reaction product. The product is: [Cl:1][C:2]1[CH:3]=[C:4]([C:9](=[O:11])[CH3:10])[CH:5]=[CH:6][C:7]=1[O:8][CH2:19][C:18]1[C:13]([CH3:12])=[C:14]([C:21]2[CH:26]=[CH:25][CH:24]=[CH:23][CH:22]=2)[CH:15]=[CH:16][CH:17]=1. (5) Given the reactants [N:1]1([C:7](=[O:29])[CH2:8][CH2:9][CH2:10][CH2:11][CH2:12][N:13]2[C:25]3[C:24]4[CH:23]=[CH:22][CH:21]=[CH:20][C:19]=4[N:18]=[CH:17][C:16]=3[N:15]=[C:14]2[CH2:26][CH2:27][CH3:28])[CH2:6][CH2:5][O:4][CH2:3][CH2:2]1.C1C=C(Cl)C=C(C(OO)=O)C=1.[OH-].[NH4+:42].C1(C)C=CC(S(Cl)(=O)=O)=CC=1, predict the reaction product. The product is: [N:1]1([C:7](=[O:29])[CH2:8][CH2:9][CH2:10][CH2:11][CH2:12][N:13]2[C:25]3[C:24]4[CH:23]=[CH:22][CH:21]=[CH:20][C:19]=4[N:18]=[C:17]([NH2:42])[C:16]=3[N:15]=[C:14]2[CH2:26][CH2:27][CH3:28])[CH2:6][CH2:5][O:4][CH2:3][CH2:2]1.